Dataset: Full USPTO retrosynthesis dataset with 1.9M reactions from patents (1976-2016). Task: Predict the reactants needed to synthesize the given product. (1) Given the product [ClH:2].[Cl:2][C:3]1[CH:4]=[CH:5][C:6]([O:19][CH2:20][CH:21]([CH3:26])[CH3:22])=[C:7]([CH2:9][C:10]2[O:14][C:13]([C:15](=[NH:18])[O:16][CH3:17])=[CH:12][CH:11]=2)[CH:8]=1, predict the reactants needed to synthesize it. The reactants are: Cl.[Cl:2][C:3]1[CH:4]=[CH:5][C:6]([O:19][CH2:20][C:21]2[CH:26]=CC=C[CH:22]=2)=[C:7]([CH2:9][C:10]2[O:14][C:13]([C:15](=[NH:18])[O:16][CH3:17])=[CH:12][CH:11]=2)[CH:8]=1.ClC1C=CC(OCC(C)C)=C(CC2OC(C#N)=CC=2)C=1. (2) Given the product [Br:1][CH2:2][C:3]1[CH:11]=[CH:10][CH:9]=[CH:8][C:4]=1[C:5]([C:22]1[CH:23]=[C:18]([O:17][CH3:16])[CH:19]=[CH:20][C:21]=1[O:24][CH3:25])=[O:6], predict the reactants needed to synthesize it. The reactants are: [Br:1][CH2:2][C:3]1[CH:11]=[CH:10][CH:9]=[CH:8][C:4]=1[C:5](Cl)=[O:6].[Al+3].[Cl-].[Cl-].[Cl-].[CH3:16][O:17][C:18]1[CH:23]=[CH:22][C:21]([O:24][CH3:25])=[CH:20][CH:19]=1.CCCCCC.CCOC(C)=O. (3) Given the product [C:26]([O:25][C:23]([N:5]1[C:4]2[CH:9]=[CH:10][C:11]([C:13]3[CH:20]=[C:19]([F:21])[CH:18]=[C:15]([C:16]#[N:17])[CH:14]=3)=[CH:12][C:3]=2[C:2]([CH3:22])([CH3:1])[O:7][C:6]1=[O:8])=[O:24])([CH3:29])([CH3:28])[CH3:27], predict the reactants needed to synthesize it. The reactants are: [CH3:1][C:2]1([CH3:22])[O:7][C:6](=[O:8])[NH:5][C:4]2[CH:9]=[CH:10][C:11]([C:13]3[CH:14]=[C:15]([CH:18]=[C:19]([F:21])[CH:20]=3)[C:16]#[N:17])=[CH:12][C:3]1=2.[C:23](O[C:23]([O:25][C:26]([CH3:29])([CH3:28])[CH3:27])=[O:24])([O:25][C:26]([CH3:29])([CH3:28])[CH3:27])=[O:24]. (4) Given the product [O:1]1[CH2:6][CH2:5][N:4]([CH2:7][C:8]2[CH:13]=[CH:12][N:11]=[C:10]([CH2:14][NH2:15])[CH:9]=2)[CH2:3][CH2:2]1, predict the reactants needed to synthesize it. The reactants are: [O:1]1[CH2:6][CH2:5][N:4]([CH2:7][C:8]2[CH:13]=[CH:12][N:11]=[C:10]([C:14]#[N:15])[CH:9]=2)[CH2:3][CH2:2]1.CC1C=CC(S(O)(=O)=O)=CC=1. (5) Given the product [C:1]([N:8]1[CH2:13][CH2:12][N:11]([C:14]2[CH:19]=[CH:18][CH:17]=[CH:16][C:15]=2[N:20]([C:32](=[O:34])[CH3:33])[CH2:21][CH:22]([CH3:24])[CH3:23])[CH2:10][CH2:9]1)([O:3][C:4]([CH3:7])([CH3:6])[CH3:5])=[O:2], predict the reactants needed to synthesize it. The reactants are: [C:1]([N:8]1[CH2:13][CH2:12][N:11]([C:14]2[CH:19]=[CH:18][CH:17]=[CH:16][C:15]=2[NH:20][CH2:21][CH:22]([CH3:24])[CH3:23])[CH2:10][CH2:9]1)([O:3][C:4]([CH3:7])([CH3:6])[CH3:5])=[O:2].CCN(CC)CC.[C:32](OC(=O)C)(=[O:34])[CH3:33]. (6) Given the product [CH3:1][C:2]1[CH:10]=[CH:9][C:5]([C:6]([NH:33][C:31]2[S:32][C:28]3[CH:27]=[C:26]([C:25]([F:37])([F:24])[F:36])[CH:35]=[CH:34][C:29]=3[N:30]=2)=[O:7])=[CH:4][C:3]=1[B:11]1[O:15][C:14]([CH3:17])([CH3:16])[C:13]([CH3:18])([CH3:19])[O:12]1, predict the reactants needed to synthesize it. The reactants are: [CH3:1][C:2]1[CH:10]=[CH:9][C:5]([C:6](O)=[O:7])=[CH:4][C:3]=1[B:11]1[O:15][C:14]([CH3:17])([CH3:16])[C:13]([CH3:19])([CH3:18])[O:12]1.S(Cl)(Cl)=O.[F:24][C:25]([F:37])([F:36])[C:26]1[CH:35]=[CH:34][C:29]2[N:30]=[C:31]([NH2:33])[S:32][C:28]=2[CH:27]=1.C(N(CC)CC)C. (7) Given the product [Cl:15][C:16]1[CH:17]=[CH:18][C:19]([C:22]2[CH:23]=[CH:24][C:25]([C:28]#[C:29][C:2]3[CH:3]=[CH:4][C:5]([N:8]4[CH2:13][CH2:12][N:11]([CH3:14])[CH2:10][CH2:9]4)=[N:6][CH:7]=3)=[N:26][CH:27]=2)=[CH:20][CH:21]=1, predict the reactants needed to synthesize it. The reactants are: I[C:2]1[CH:3]=[CH:4][C:5]([N:8]2[CH2:13][CH2:12][N:11]([CH3:14])[CH2:10][CH2:9]2)=[N:6][CH:7]=1.[Cl:15][C:16]1[CH:21]=[CH:20][C:19]([C:22]2[CH:23]=[CH:24][C:25]([C:28]#[CH:29])=[N:26][CH:27]=2)=[CH:18][CH:17]=1. (8) The reactants are: [ClH:1].O1CCOCC1.C(OC([N:15]1[CH2:22][C@@H:21]2[C@@H:17]([CH2:18][N:19]([C:23]3[NH:24][C:25]4[CH:31]=[C:30]([C:32]5[CH:37]=[CH:36][CH:35]=[CH:34][CH:33]=5)[CH:29]=[CH:28][C:26]=4[N:27]=3)[CH2:20]2)[CH2:16]1)=O)(C)(C)C. Given the product [ClH:1].[C@@H:17]12[CH2:16][NH:15][CH2:22][C@@H:21]1[CH2:20][N:19]([C:23]1[NH:24][C:25]3[CH:31]=[C:30]([C:32]4[CH:37]=[CH:36][CH:35]=[CH:34][CH:33]=4)[CH:29]=[CH:28][C:26]=3[N:27]=1)[CH2:18]2, predict the reactants needed to synthesize it.